Dataset: Reaction yield outcomes from USPTO patents with 853,638 reactions. Task: Predict the reaction yield, written as a fraction of the theoretical maximum amount of product (1.0 means a 100% yield; for example, 0.34 means a 34% yield). (1) The reactants are Br[CH2:2][C:3]1[C:4]([F:21])=[C:5]([O:10][C:11]2[C:12]([Cl:20])=[C:13]([CH:16]=[C:17]([Cl:19])[CH:18]=2)[C:14]#[N:15])[C:6]([Cl:9])=[CH:7][CH:8]=1.[N-:22]=[N+:23]=[N-:24].[Na+].O. The catalyst is CS(C)=O. The product is [N:22]([CH2:2][C:3]1[C:4]([F:21])=[C:5]([O:10][C:11]2[C:12]([Cl:20])=[C:13]([CH:16]=[C:17]([Cl:19])[CH:18]=2)[C:14]#[N:15])[C:6]([Cl:9])=[CH:7][CH:8]=1)=[N+:23]=[N-:24]. The yield is 0.960. (2) The reactants are [C:1]1([S:7]([N:10]2[CH2:15][CH2:14][O:13][C:12]3[N:16]=[CH:17][C:18]([C:20]([OH:22])=O)=[CH:19][C:11]2=3)(=[O:9])=[O:8])[CH:6]=[CH:5][CH:4]=[CH:3][CH:2]=1.S(Cl)([Cl:25])=O. The catalyst is ClCCCl. The product is [C:1]1([S:7]([N:10]2[CH2:15][CH2:14][O:13][C:12]3[N:16]=[CH:17][C:18]([C:20]([Cl:25])=[O:22])=[CH:19][C:11]2=3)(=[O:9])=[O:8])[CH:6]=[CH:5][CH:4]=[CH:3][CH:2]=1. The yield is 1.00. (3) The product is [Cl:32][C:33]1[CH:34]=[CH:35][C:36]2[O:45][C:44]3[C:43](=[O:46])[NH:42][C:41]([CH2:47][N:59]4[CH2:60][CH2:61][N:56]([CH3:55])[CH2:57][CH2:58]4)=[N:40][C:39]=3[C:37]=2[CH:38]=1. No catalyst specified. The yield is 0.0650. The reactants are BrC1C=CC(OCC(N)=O)=C(C#N)C=1.BrC1C=CC2OC3C(=O)NC(CCl)=NC=3C=2C=1.[Cl:32][C:33]1[CH:34]=[CH:35][C:36]2[O:45][C:44]3[C:43](=[O:46])[NH:42][C:41]([CH2:47]Cl)=[N:40][C:39]=3[C:37]=2[CH:38]=1.N1CCCCC1.[CH3:55][N:56]1[CH2:61][CH2:60][NH:59][CH2:58][CH2:57]1. (4) The reactants are [P].[S].[C:3]([CH2:5][C:6]([C:8]1[O:12][C:11]([C:13]#[N:14])=[CH:10][CH:9]=1)=[O:7])#[N:4].[H-].[Na+].[C:17](=S)=[S:18].CI.[CH3:22][S:23]([CH3:25])=O. No catalyst specified. The product is [C:3]([C:5](=[C:22]([S:18][CH3:17])[S:23][CH3:25])[C:6]([C:8]1[O:12][C:11]([C:13]#[N:14])=[CH:10][CH:9]=1)=[O:7])#[N:4]. The yield is 0.730. (5) The reactants are [Cl-].O[NH3+:3].[C:4](=[O:7])([O-])[OH:5].[Na+].CS(C)=O.[C:13]([O:17][C:18]1[CH:23]=[CH:22][C:21]([N:24]2[C:29](=[O:30])[C:28]([CH2:31][C:32]3[CH:37]=[CH:36][C:35]([C:38]4[C:39]([C:44]#[N:45])=[CH:40][CH:41]=[CH:42][CH:43]=4)=[CH:34][CH:33]=3)=[C:27]([CH2:46][CH2:47][CH3:48])[N:26]=[C:25]2[CH2:49][CH3:50])=[CH:20][CH:19]=1)([CH3:16])([CH3:15])[CH3:14]. The catalyst is O. The product is [C:13]([O:17][C:18]1[CH:19]=[CH:20][C:21]([N:24]2[C:29](=[O:30])[C:28]([CH2:31][C:32]3[CH:33]=[CH:34][C:35]([C:38]4[CH:43]=[CH:42][CH:41]=[CH:40][C:39]=4[C:44]4[NH:3][C:4](=[O:7])[O:5][N:45]=4)=[CH:36][CH:37]=3)=[C:27]([CH2:46][CH2:47][CH3:48])[N:26]=[C:25]2[CH2:49][CH3:50])=[CH:22][CH:23]=1)([CH3:16])([CH3:15])[CH3:14]. The yield is 0.540. (6) The reactants are C(OC(=O)[NH:7][C@H:8]([C:10]1[CH:15]=[CH:14][C:13]([CH:16]2[CH2:18][CH2:17]2)=[CH:12][N:11]=1)[CH3:9])(C)(C)C.[ClH:20].O1CCOCC1. The catalyst is C(Cl)Cl. The product is [ClH:20].[CH:16]1([C:13]2[CH:14]=[CH:15][C:10]([C@@H:8]([NH2:7])[CH3:9])=[N:11][CH:12]=2)[CH2:18][CH2:17]1. The yield is 0.930.